Dataset: Forward reaction prediction with 1.9M reactions from USPTO patents (1976-2016). Task: Predict the product of the given reaction. Given the reactants [CH2:1]([O:3][C:4]([C:6]1[N:7]=[C:8](S(C)(=O)=O)[N:9]([CH3:21])[C:10](=[O:20])[C:11]=1[O:12][CH2:13][C:14]1[CH:19]=[CH:18][CH:17]=[CH:16][CH:15]=1)=[O:5])[CH3:2].[CH:26]([N:29](CC)C(C)C)(C)C.CN, predict the reaction product. The product is: [CH2:1]([O:3][C:4]([C:6]1[N:7]=[C:8]([NH:29][CH3:26])[N:9]([CH3:21])[C:10](=[O:20])[C:11]=1[O:12][CH2:13][C:14]1[CH:19]=[CH:18][CH:17]=[CH:16][CH:15]=1)=[O:5])[CH3:2].